This data is from Experimentally validated miRNA-target interactions with 360,000+ pairs, plus equal number of negative samples. The task is: Binary Classification. Given a miRNA mature sequence and a target amino acid sequence, predict their likelihood of interaction. (1) The miRNA is hsa-miR-452-5p with sequence AACUGUUUGCAGAGGAAACUGA. The protein sequence of the target gene is MAARSLGSGVGRLLRGLQGRSGQSGWSLSVSRSTATRLPGCVPAAAQPGSYPALSAQAAQEPAAFWGPLARDTLVWDTPYHTVWDCDFRTGKIGWFLGGQLNVSVNCLDQHVQKSPETIALIWERDEPGTEVRITYRELLETTCRLANTLKRHGVHRGDRVAIYMPVSPLAVAAMLACARIGAIHTVVFAGFSAESLAGRINDAKCKAVITFNQGLRGGRVVELKKIVDEAVKSCPTVQHVLVAHRTDTKVPMGSLDIPLEQEMAKEAPVCTPESMSSEDMLFMLYTSGSTGTPKGLVHT.... Result: 0 (no interaction). (2) The miRNA is hsa-miR-4535 with sequence GUGGACCUGGCUGGGAC. The protein sequence of the target gene is MRLVILDNYDLASEWAAKYICNRIIQFKPGQDRYFTLGLPTGSTPLGCYKKLIEYHKNGHLSFKYVKTFNMDEYVGLPRNHPESYHSYMWNNFFKHIDIDPNNAHILDGNAADLQAECDAFENKIKEAGGIDLFVGGIGPDGHIAFNEPGSSLVSRTRLKTLAMDTILANAKYFDGDLSKVPTMALTVGVGTVMDAREVMILITGAHKAFALYKAIEEGVNHMWTVSAFQQHPRTIFVCDEDATLELRVKTVKYFKGLMHVHNKLVDPLFSMKDGN. Result: 0 (no interaction). (3) The miRNA is hsa-miR-5703 with sequence AGGAGAAGUCGGGAAGGU. The protein sequence of the target gene is MSNYSVSLVGPAPWGFRLQGGKDFNMPLTISSLKDGGKASQAHVRIGDVVLSIDGISAQGMTHLEAQNKIKACTGSLNMTLQRASAAAKSEPVSVQKGEPKEVVKPVPITSPAVSKVTSTTNMAYNKAPRPFGSVSSPKVTSIPSPSSAFTPAHAATSSHASPTPVAAATPLHLSASGLHVSANLSADQCSSPPNTGKPAVNVPRQPTVTSVCSESAQELAEGQRRGSQGDIKQQNGPPRKHIVERNTEFYHIPTHSDASKKRLIEDTEDWRPRTGTTQSRSFRILAQITGTEHLTESEN.... Result: 0 (no interaction). (4) The miRNA is hsa-miR-135a-3p with sequence UAUAGGGAUUGGAGCCGUGGCG. The protein sequence of the target gene is MPARAPRRLVQGPRGTWLLGSLWVWVLCGLGMAGSLGTPQPCQAPQQWEGRQVLYQQSSGHNNRALVSYDGLNQRVRVLDERKALIPCKRLFEYILLYKEGVMFQIEQATKQCAKIPLVESWDPLDIPQNSTFEDQYSIGGPQEQILVQEWSDRRTARSYETWIGVYTAKDCYPVQETFIRNYTVVMSTRFFDVQLGIKDPSVFTPPSTCQAAQPEKMSDGCSL. Result: 0 (no interaction). (5) The miRNA is hsa-miR-6791-5p with sequence CCCCUGGGGCUGGGCAGGCGGA. The protein sequence of the target gene is MAPWSHPSAQLQPVGGDAVSPALMVLLCLGLSLGPRTHVQAGNLSKATLWAEPGSVISRGNSVTIRCQGTLEAQEYRLVKEGSPEPWDTQNPLEPKNKARFSIPSMTEHHAGRYRCYYYSPAGWSEPSDPLELVVTGFYNKPTLSALPSPVVTSGENVTLQCGSRLRFDRFILTEEGDHKLSWTLDSQLTPSGQFQALFPVGPVTPSHRWMLRCYGSRRHILQVWSEPSDLLEIPVSGAADNLSPSQNKSDSGTASHLQDYAVENLIRMGMAGLILVVLGILIFQDWHSQRSPQAAAGR. Result: 0 (no interaction). (6) The miRNA is hsa-miR-6875-3p with sequence AUUCUUCCUGCCCUGGCUCCAU. The protein sequence of the target gene is MASPVAAQAGKLLRALALRPRFLAAGSQAVQLTSRRWLNLQEYQSKKLMSDNGVRVQRFFVADTANEALEAAKRLNAKEIVLKAQILAGGRGKGVFNSGLKGGVHLTKDPNVVGQLAKQMIGYNLATKQTPKEGVKVNKVMVAEALDISRETYLAILMDRSCNGPVLVGSPQGGVDIEEVAASNPELIFKEQIDIFEGIKDSQAQRMAENLGFVGPLKSQAADQITKLYNLFLKIDATQVEVNPFGETPEGQVVCFDAKINFDDNAEFRQKDIFAMDDKSENEPIENEAAKYDLKYIGLD.... Result: 1 (interaction). (7) The miRNA is hsa-miR-3181 with sequence AUCGGGCCCUCGGCGCCGG. The protein sequence of the target gene is MSRQSSITFQSGSRRGFSTTSAITPAAGRSRFSSVSVARSAAGSGGLGRISSAGASFGSRSLYNLGGAKRVSINGCGSSCRSGFGGRASNRFGVNSGFGYGGGVGGGFSGPSFPVCPPGGIQEVTVNQSLLTPLHLQIDPTIQRVRAEEREQIKTLNNKFASFIDKVRFLEQQNKVLETKWALLQEQGSRTVRQNLEPLFDSYTSELRRQLESITTERGRLEAELRNMQDVVEDFKVRYEDEINKRTAAENEFVALKKDVDAAYMNKVELEAKVKSLPEEINFIHSVFDAELSQLQTQVG.... Result: 0 (no interaction). (8) The miRNA is hsa-miR-519a-3p with sequence AAAGUGCAUCCUUUUAGAGUGU. The protein sequence of the target gene is MDEVEQDQHEARLKELFDSFDTTGTGSLGQEELTDLCHMLSLEEVAPVLQQTLLQDNLLGRVHFDQFKEALILILSRTLSNEEHFQEPDCSLEAQPKYVRGGKRYGRRSLPEFQESVEEFPEVTVIEPLDEEARPSHIPAGDCSEHWKTQRSEEYEAEGQLRFWNPDDLNASQSGSSPPQDWIEEKLQEVCEDLGITRDGHLNRKKLVSICEQYGLQNVDGEMLEEVFHNLDPDGTMSVEDFFYGLFKNGKSLTPSASTPYRQLKRHLSMQSFDESGRRTTTSSAMTSTIGFRVFSCLDD.... Result: 1 (interaction).